This data is from Peptide-MHC class II binding affinity with 134,281 pairs from IEDB. The task is: Regression. Given a peptide amino acid sequence and an MHC pseudo amino acid sequence, predict their binding affinity value. This is MHC class II binding data. (1) The peptide sequence is WEALKYLWNLLQYWGQELK. The MHC is HLA-DQA10201-DQB10202 with pseudo-sequence HLA-DQA10201-DQB10202. The binding affinity (normalized) is 0.0781. (2) The peptide sequence is GELQIYDKIDAAFKI. The MHC is DRB1_0101 with pseudo-sequence DRB1_0101. The binding affinity (normalized) is 0.682. (3) The peptide sequence is KMIGGIGGFIKVRQYDQIHI. The MHC is HLA-DQA10401-DQB10402 with pseudo-sequence HLA-DQA10401-DQB10402. The binding affinity (normalized) is 0.267. (4) The MHC is HLA-DPA10201-DPB10101 with pseudo-sequence HLA-DPA10201-DPB10101. The binding affinity (normalized) is 0.149. The peptide sequence is NQAFRNIVNMLHGVR. (5) The peptide sequence is AFAATANPWASQRF. The binding affinity (normalized) is 0. The MHC is DRB3_0101 with pseudo-sequence DRB3_0101.